Task: Predict the product of the given reaction.. Dataset: Forward reaction prediction with 1.9M reactions from USPTO patents (1976-2016) Given the reactants [CH:1]1([CH2:4][O:5][C:6]2[CH:14]=[CH:13][C:9]3[O:10][CH2:11][O:12][C:8]=3[C:7]=2[C:15]2[C:16]3[NH:23][CH:22]=[C:21]([C:24]([OH:26])=O)[C:17]=3[N:18]=[CH:19][N:20]=2)[CH2:3][CH2:2]1.[C:27]([O:31][C:32]([N:34]1[CH2:39][CH2:38][O:37][CH:36]([CH2:40][NH2:41])[CH2:35]1)=[O:33])([CH3:30])([CH3:29])[CH3:28], predict the reaction product. The product is: [C:27]([O:31][C:32]([N:34]1[CH2:39][CH2:38][O:37][CH:36]([CH2:40][NH:41][C:24]([C:21]2[C:17]3[N:18]=[CH:19][N:20]=[C:15]([C:7]4[C:8]5[O:12][CH2:11][O:10][C:9]=5[CH:13]=[CH:14][C:6]=4[O:5][CH2:4][CH:1]4[CH2:2][CH2:3]4)[C:16]=3[NH:23][CH:22]=2)=[O:26])[CH2:35]1)=[O:33])([CH3:30])([CH3:29])[CH3:28].